This data is from Experimentally validated miRNA-target interactions with 360,000+ pairs, plus equal number of negative samples. The task is: Binary Classification. Given a miRNA mature sequence and a target amino acid sequence, predict their likelihood of interaction. (1) The miRNA is hsa-miR-5092 with sequence AAUCCACGCUGAGCUUGGCAUC. The protein sequence of the target gene is MDPPAGAARRLLCPALLLLLLLLPPPLLPPPPPPANARLAAAADPPGGPLGHGAERILAVPVRTDAQGRLVSHVVSAATSRAGVRARRAAPVRTPSFPGGNEEEPGSHLFYNVTVFGRDLHLRLRPNARLVAPGATMEWQGEKGTTRVEPLLGSCLYVGDVAGLAEASSVALSNCDGLAGLIRMEEEEFFIEPLEKGLAAQEAEQGRVHVVYRRPPTSPPLGGPQALDTGASLDSLDSLSRALGVLEEHANSSRRRARRHAADDDYNIEVLLGVDDSVVQFHGKEHVQKYLLTLMNIVNE.... Result: 0 (no interaction). (2) The protein sequence of the target gene is MSAELNVPIDPSAPACPEPGHKGMDYRDWVRRSYLELVTSNHHSVQALSWRKLYLSRAKLKASSRTSALLSGFAMVAMVEVQLETQYQYPRPLLIAFSACTTVLVAVHLFALLISTCILPNVEAVSNIHNLNSISESPHERMHPYIELAWGFSTVLGILLFLAEVVLLCWIKFLPVDARRQPGPPPGPGSHTGWQAALVSTIIMVPVGLIFVVFTIHFYRSLVRHKTERHNREIEELHKLKVQLDGHERSLQVL. Result: 1 (interaction). The miRNA is hsa-miR-4726-5p with sequence AGGGCCAGAGGAGCCUGGAGUGG. (3) The miRNA is hsa-miR-1267 with sequence CCUGUUGAAGUGUAAUCCCCA. The protein sequence of the target gene is MDAPRLPVRPGVLLPKLVLLFVYADDCLAQCGKDCKSYCCDGTTPYCCSYYAYIGNILSGTAIAGIVFGIVFIMGVIAGIAICICMCMKNHRATRVGILRTTHINTVSSYPGPPPYGHDHEMEYCADLPPPYSPTPQGPAQRSPPPPYPGNARK. Result: 1 (interaction). (4) The miRNA is hsa-miR-6831-5p with sequence UAGGUAGAGUGUGAGGAGGAGGUC. Result: 0 (no interaction). The protein sequence of the target gene is MAQWNQLQQLDTRYLEQLHQLYSDSFPMELRQFLAPWIESQDWAYAASKESHATLVFHNLLGEIDQQYSRFLQESNVLYQHNLRRIKQFLQSRYLEKPMEIARIVARCLWEESRLLQTAATAAQQGGQANHPTAAVVTEKQQMLEQHLQDVRKRVQDLEQKMKVVENLQDDFDFNYKTLKSQGDMQDLNGNNQSVTRQKMQQLEQMLTALDQMRRSIVSELAGLLSAMEYVQKTLTDEELADWKRRQQIACIGGPPNICLDRLENWITSLAESQLQTRQQIKKLEELQQKVSYKGDPIVQ.... (5) The miRNA is hsa-miR-3160-5p with sequence GGCUUUCUAGUCUCAGCUCUCC. The protein sequence of the target gene is MAFIRKKQQEQQLQLYSKERFSLLLLNLEEYYFEQHRANHILHKGSHHERKIRGSLKICSKSVIFEPDSISQPIIKIPLRDCIKIGKHGENGANRHFTKAKSGGISLIFSQVYFIKEHNVVAPYKIERGKMEYVFELDVPGKVEDVVETLLQLHRASCLDKLGDQTAMITAILQSRLARTSFDKNRFQNISEKLHMECKAEMVTPLVTNPGHVCITDTNLYFQPLNGYPKPVVQITLQDVRRIYKRRHGLMPLGLEVFCTEDDLCSDIYLKFYEPQDRDDLYFYIATYLEHHVAEHTAES.... Result: 0 (no interaction). (6) The miRNA is hsa-miR-4509 with sequence ACUAAAGGAUAUAGAAGGUUUU. The protein sequence of the target gene is MFRQEQPLAEGSFAPMGSLQPDAGNSSWNGTEAPGGGTRATPYSLQVTLTLVCLAGLLMLFTVFGNVLVIIAVFTSRALKAPQNLFLVSLASADILVATLVIPFSLANEVMGYWYFGKVWCEIYLALDVLFCTSSIVHLCAISLDRYWSITQAIEYNLKRTPRRIKAIIVTVWVISAVISFPPLISIEKKGAGGGQQPAEPSCKINDQKWYVISSSIGSFFAPCLIMILVYVRIYQIAKRRTRVPPSRRGPDACSAPPGGADRRPNGLGPERGAGPTGAEAEPLPTQLNGAPGEPAPAGP.... Result: 0 (no interaction). (7) The miRNA is hsa-miR-500a-5p with sequence UAAUCCUUGCUACCUGGGUGAGA. The protein sequence of the target gene is MEAARTAVLRVKRKRSAEPAEALVLACKRLRSDAVESAAQKTSEGLERAAENNVFHLVATVCSQEEPVQPLLREVLRPSRDSQQRVRRNLRASAREVRQEGRYRVLSSRRSLGTTSSGQESEYTPGNPEAAGNSGFQLLDLVHEEGEPEAASAGSCKTSDPDVILCNSVELIRERLTVSEDGPGVRRQEEQKHDDYVYDIYYLETATPGWIENILSVQPYSQEWELVNDDQEPEDIYDDEDDENSENNWRNEYPEEESSDGDEDSRGSADYNSLSEEERGSSRQRMWSKYPLDVQKEFGY.... Result: 1 (interaction).